From a dataset of Catalyst prediction with 721,799 reactions and 888 catalyst types from USPTO. Predict which catalyst facilitates the given reaction. (1) Reactant: [NH:1]1[CH:5]=[CH:4][N:3]=[N:2]1.[CH2:6]([Li])[CH2:7][CH2:8]C.[I:11]I. Product: [I:11][C:8]1[N:3]([CH:4]=[CH2:5])[N:2]=[N:1][C:7]=1[CH3:6]. The catalyst class is: 7. (2) The catalyst class is: 15. Product: [C:18]([N:17]1[CH2:16][CH2:15][C:12]2[C:11](=[CH:10][C:9]([C:1]([C:2]3[CH:3]=[CH:4][CH:5]=[CH:6][CH:7]=3)=[O:8])=[CH:14][CH:13]=2)[CH2:26]1)(=[O:20])[CH3:19]. Reactant: [C:1]([C:9]1[CH:14]=[CH:13][C:12]([CH2:15][CH2:16][NH:17][C:18](=[O:20])[CH3:19])=[CH:11][CH:10]=1)(=[O:8])[C:2]1[CH:7]=[CH:6][CH:5]=[CH:4][CH:3]=1.S(=O)(=O)(O)O.[CH2:26]=O. (3) Reactant: F[C:2]1[N:7]2[CH:8]=[C:9]([CH2:11][N:12]([CH3:23])[C@@H:13]3[C:22]4[N:21]=[CH:20][CH:19]=[CH:18][C:17]=4[CH2:16][CH2:15][CH2:14]3)[N:10]=[C:6]2[CH:5]=[CH:4][CH:3]=1.[C:24]([NH:31][CH:32]1[CH2:37][CH2:36][NH:35][CH2:34][CH2:33]1)([O:26][C:27]([CH3:30])([CH3:29])[CH3:28])=[O:25]. Product: [CH3:23][N:12]([CH2:11][C:9]1[N:10]=[C:6]2[CH:5]=[CH:4][CH:3]=[C:2]([N:35]3[CH2:34][CH2:33][CH:32]([NH:31][C:24](=[O:25])[O:26][C:27]([CH3:29])([CH3:28])[CH3:30])[CH2:37][CH2:36]3)[N:7]2[CH:8]=1)[C@@H:13]1[C:22]2[N:21]=[CH:20][CH:19]=[CH:18][C:17]=2[CH2:16][CH2:15][CH2:14]1. The catalyst class is: 245. (4) Reactant: [CH:1]1([CH:6]([N:11]2[CH:15]=[C:14]([C:16]3[C:17]4[C:25](=[O:26])[CH2:24][NH:23][C:18]=4[N:19]=[C:20]([OH:22])[N:21]=3)[CH:13]=[N:12]2)[CH2:7][C:8]([NH2:10])=O)[CH2:5][CH2:4][CH2:3][CH2:2]1.C(N(CC)CC)C.ClC(Cl)(Cl)C(Cl)=O.CC#N.O. Product: [CH:1]1([C@H:6]([N:11]2[CH:15]=[C:14]([C:16]3[C:17]4[C:25](=[O:26])[CH2:24][NH:23][C:18]=4[N:19]=[C:20]([OH:22])[N:21]=3)[CH:13]=[N:12]2)[CH2:7][C:8]#[N:10])[CH2:5][CH2:4][CH2:3][CH2:2]1. The catalyst class is: 2. (5) Reactant: [NH2:1][C:2]1[CH:22]=[CH:21][C:5]([C:6]([N:8]2[CH2:13][CH2:12][N:11](C(OC(C)(C)C)=O)[CH2:10][CH2:9]2)=[O:7])=[CH:4][C:3]=1[F:23].FC(F)(F)C(O)=O. Product: [NH2:1][C:2]1[CH:22]=[CH:21][C:5]([C:6]([N:8]2[CH2:9][CH2:10][NH:11][CH2:12][CH2:13]2)=[O:7])=[CH:4][C:3]=1[F:23]. The catalyst class is: 4. (6) Reactant: [CH3:1][C:2]1([CH3:9])[CH2:7][CH2:6][C:5](=O)[CH2:4][CH2:3]1.[C:10]([N:17]1[CH2:21][CH2:20][C@H:19]([NH2:22])[CH2:18]1)([O:12][C:13]([CH3:16])([CH3:15])[CH3:14])=[O:11]. Product: [C:10]([N:17]1[CH2:21][CH2:20][C@H:19]([NH:22][CH:5]2[CH2:6][CH2:7][C:2]([CH3:9])([CH3:1])[CH2:3][CH2:4]2)[CH2:18]1)([O:12][C:13]([CH3:16])([CH3:15])[CH3:14])=[O:11]. The catalyst class is: 2. (7) Reactant: [H-].[Al+3].[Li+].[H-].[H-].[H-].[NH2:7][C:8]1[C:9]([CH3:18])=[N:10][C:11]([Cl:17])=[C:12]([CH:16]=1)[C:13](O)=[O:14].O.[OH-].[Na+]. Product: [NH2:7][C:8]1[CH:16]=[C:12]([CH2:13][OH:14])[C:11]([Cl:17])=[N:10][C:9]=1[CH3:18]. The catalyst class is: 1. (8) Product: [Br:1][C:2]1[CH:7]=[CH:6][C:5]([C:8]2[CH2:9][C:10]([C:15]3[CH:20]=[C:19]([Cl:21])[CH:18]=[C:17]([Cl:22])[CH:16]=3)([C:11]([F:14])([F:13])[F:12])[O:26][N:25]=2)=[CH:4][CH:3]=1. The catalyst class is: 57. Reactant: [Br:1][C:2]1[CH:7]=[CH:6][C:5]([C:8](=O)[CH:9]=[C:10]([C:15]2[CH:20]=[C:19]([Cl:21])[CH:18]=[C:17]([Cl:22])[CH:16]=2)[C:11]([F:14])([F:13])[F:12])=[CH:4][CH:3]=1.Cl.[NH2:25][OH:26].[OH-].[Na+].C(OCC)(=O)C. (9) Reactant: [Cl:1][C:2]1[C:3](I)=[CH:4][C:5]2[N:9]=[C:8]([O:10][C@H:11]3[C@H:15]4[O:16][CH2:17][C@@H:18]([OH:19])[C@H:14]4[O:13][CH2:12]3)[NH:7][C:6]=2[CH:20]=1.CC1(C)C(C)(C)OB([C:30]2[CH:35]=[CH:34][C:33]([C:36]3([OH:40])[CH2:39][CH2:38][CH2:37]3)=[CH:32][CH:31]=2)O1.[OH-].[Li+].CCOC(C)=O. Product: [Cl:1][C:2]1[C:3]([C:30]2[CH:35]=[CH:34][C:33]([C:36]3([OH:40])[CH2:39][CH2:38][CH2:37]3)=[CH:32][CH:31]=2)=[CH:4][C:5]2[N:9]=[C:8]([O:10][C@H:11]3[C@H:15]4[O:16][CH2:17][C@@H:18]([OH:19])[C@H:14]4[O:13][CH2:12]3)[NH:7][C:6]=2[CH:20]=1. The catalyst class is: 127. (10) Reactant: [Cl:1][C:2]1[CH:3]=[C:4]2[C:8](=[CH:9][CH:10]=1)[N:7]([CH3:11])[C:6]([CH:12]([NH:19][C:20]1[CH:25]=[CH:24][C:23]([C:26]([NH:28][CH2:29][CH2:30][C:31]([O:33]CC)=[O:32])=[O:27])=[CH:22][CH:21]=1)[CH2:13][CH2:14][CH2:15][CH2:16][CH2:17][CH3:18])=[CH:5]2.O1CCCC1.[OH-].[Na+]. Product: [Cl:1][C:2]1[CH:3]=[C:4]2[C:8](=[CH:9][CH:10]=1)[N:7]([CH3:11])[C:6]([C@@H:12]([NH:19][C:20]1[CH:21]=[CH:22][C:23]([C:26]([NH:28][CH2:29][CH2:30][C:31]([OH:33])=[O:32])=[O:27])=[CH:24][CH:25]=1)[CH2:13][CH2:14][CH2:15][CH2:16][CH2:17][CH3:18])=[CH:5]2. The catalyst class is: 8.